Dataset: Forward reaction prediction with 1.9M reactions from USPTO patents (1976-2016). Task: Predict the product of the given reaction. (1) Given the reactants [N:1]([Si](C)(C)C)=[N+:2]=[N-:3].C([Sn](CCCC)=O)CCC.[CH2:18]1[C:26]2[C:21](=[CH:22][CH:23]=[CH:24][CH:25]=2)[CH2:20][CH:19]1[NH:27][C:28]1[N:29]=[CH:30][C:31]2[CH2:36][N:35]([C:37]([O:39][CH2:40][CH2:41][CH2:42][C:43]#[N:44])=[O:38])[CH2:34][C:32]=2[N:33]=1, predict the reaction product. The product is: [CH2:18]1[C:26]2[C:21](=[CH:22][CH:23]=[CH:24][CH:25]=2)[CH2:20][CH:19]1[NH:27][C:28]1[N:29]=[CH:30][C:31]2[CH2:36][N:35]([C:37]([O:39][CH2:40][CH2:41][CH2:42][C:43]3[NH:44][N:3]=[N:2][N:1]=3)=[O:38])[CH2:34][C:32]=2[N:33]=1. (2) Given the reactants O/[C:2](/[CH:12]([CH2:15][CH3:16])[CH2:13][CH3:14])=[C:3](/[C:10]#[N:11])\[C:4]([O:6][CH:7]([CH3:9])[CH3:8])=[O:5].O=P(Cl)(Cl)Cl.C([N:24](CC)CC)C, predict the reaction product. The product is: [NH2:24]/[C:2](/[CH:12]([CH2:15][CH3:16])[CH2:13][CH3:14])=[C:3](/[C:10]#[N:11])\[C:4]([O:6][CH:7]([CH3:9])[CH3:8])=[O:5]. (3) Given the reactants C(Cl)(=O)C(Cl)=O.[C:7]([O:10][CH2:11][C:12]1[CH:20]=[CH:19][C:15]([C:16]([OH:18])=O)=[CH:14][CH:13]=1)(=[O:9])[CH3:8].Cl.[Cl:22][C:23]1[CH:31]=[C:30]2[C:26]([C:27]([CH2:38][CH:39]([CH3:41])[CH3:40])=[CH:28][N:29]2[C:32]2[S:33][CH:34]=[C:35]([NH2:37])[N:36]=2)=[CH:25][CH:24]=1.C(N(CC)CC)C, predict the reaction product. The product is: [C:7]([O:10][CH2:11][C:12]1[CH:13]=[CH:14][C:15]([C:16]([NH:37][C:35]2[N:36]=[C:32]([N:29]3[C:30]4[C:26](=[CH:25][CH:24]=[C:23]([Cl:22])[CH:31]=4)[C:27]([CH2:38][CH:39]([CH3:41])[CH3:40])=[CH:28]3)[S:33][CH:34]=2)=[O:18])=[CH:19][CH:20]=1)(=[O:9])[CH3:8].